This data is from Reaction yield outcomes from USPTO patents with 853,638 reactions. The task is: Predict the reaction yield, written as a fraction of the theoretical maximum amount of product (1.0 means a 100% yield; for example, 0.34 means a 34% yield). (1) The reactants are [N:1]1[C:10]2[C:5](=[CH:6][C:7]([NH:11][C:12]3[S:13][C:14]([NH:20][C:21]([C:23]4[CH:27]=[CH:26][S:25][CH:24]=4)=[O:22])=[C:15]([C:17]([NH2:19])=[O:18])[N:16]=3)=[CH:8][CH:9]=2)[CH:4]=[CH:3][CH:2]=1.[C:28]([O-])([O-])=O.[K+].[K+].C[I:35]. The catalyst is CN(C=O)C. The product is [I-:35].[C:17]([C:15]1[N:16]=[C:12]([NH:11][C:7]2[CH:6]=[C:5]3[C:10](=[CH:9][CH:8]=2)[N+:1]([CH3:28])=[CH:2][CH:3]=[CH:4]3)[S:13][C:14]=1[NH:20][C:21]([C:23]1[CH:27]=[CH:26][S:25][CH:24]=1)=[O:22])(=[O:18])[NH2:19]. The yield is 0.150. (2) The reactants are C([O-])([O-])=O.[K+].[K+].[ClH:7].C[O:9][C:10]1[CH:11]=[C:12]2[C:17](=[CH:18][CH:19]=1)[O:16][C:15]([C:20]1[CH:25]=[CH:24][CH:23]=[CH:22][CH:21]=1)=[CH:14][C:13]2=[O:26].Cl.[NH+:28]1[CH:33]=[CH:32][CH:31]=[CH:30][CH:29]=1.[C:34]([O-])(O)=O.[Na+]. The catalyst is C1COCC1.O. The product is [Cl-:7].[OH:9][C:10]1[CH:11]=[C:12]2[C:17](=[CH:18][CH:19]=1)[O:16][C:15]([C:20]1[CH:25]=[CH:24][C:23]([CH2:34][N+:28]3[CH:33]=[CH:32][CH:31]=[CH:30][CH:29]=3)=[CH:22][CH:21]=1)=[CH:14][C:13]2=[O:26]. The yield is 0.510. (3) The reactants are [N:1]([CH2:4][CH2:5][NH:6][C:7](=[O:21])[CH2:8][CH2:9][CH2:10][CH2:11][CH2:12][CH2:13][CH2:14][CH2:15][CH2:16][CH2:17][CH2:18][CH2:19][CH3:20])=[N+:2]=[N-:3].[C:22](Cl)(=O)[CH2:23][CH2:24][CH2:25][CH2:22][CH2:23][CH2:24][CH2:25]C=[CH:22][CH2:23][CH2:24][CH2:25][CH2:22][CH2:23][CH2:24][CH2:25]C.N(CCN)=[N+]=[N-].C(N(CC)CC)C. The catalyst is ClCCl. The product is [N:1]([CH2:4][CH2:5][NH:6][C:7](=[O:21])[CH2:8][CH2:9][CH2:10][CH2:11][CH2:12][CH2:13][CH2:14][CH:15]=[CH:16][CH2:17][CH2:18][CH2:19][CH2:20][CH2:22][CH2:23][CH2:24][CH3:25])=[N+:2]=[N-:3]. The yield is 0.710. (4) The reactants are [CH3:1][O:2][C:3]1[CH:4]=[C:5]2[C:10](=[C:11]([NH:13][S:14]([C:17]3[CH:22]=[CH:21][CH:20]=[CH:19][C:18]=3[N+:23]([O-])=O)(=[O:16])=[O:15])[CH:12]=1)[N:9]=[CH:8][CH:7]=[CH:6]2.[Sn](Cl)Cl. The catalyst is Cl. The product is [NH2:23][C:18]1[CH:19]=[CH:20][CH:21]=[CH:22][C:17]=1[S:14]([NH:13][C:11]1[CH:12]=[C:3]([O:2][CH3:1])[CH:4]=[C:5]2[C:10]=1[N:9]=[CH:8][CH:7]=[CH:6]2)(=[O:15])=[O:16]. The yield is 0.680. (5) The reactants are F[P-](F)(F)(F)(F)F.N1([O:17]C(N(C)C)=[N+](C)C)C2N=CC=CC=2N=N1.O[C:26]1[CH:27]=[CH:28][C:29]([CH2:58][C:59](O)=[O:60])=[N:30][C:31]=1[C:32]1[CH:33]=[C:34]2[C:40]([C:41]3[CH:46]=[CH:45][CH:44]=[CH:43][C:42]=3[O:47][CH3:48])=[N:39][N:38](CCOCC[Si](C)(C)C)[C:35]2=[N:36][CH:37]=1.[CH3:62][NH:63][CH3:64].C(N(C(C)C)CC)(C)C. The catalyst is O1CCCC1. The product is [OH:17][CH:58]([C:29]1[CH:28]=[CH:27][CH:26]=[C:31]([C:32]2[CH:33]=[C:34]3[C:40]([C:41]4[CH:46]=[CH:45][CH:44]=[CH:43][C:42]=4[O:47][CH3:48])=[N:39][NH:38][C:35]3=[N:36][CH:37]=2)[N:30]=1)[C:59]([N:63]([CH3:64])[CH3:62])=[O:60]. The yield is 0.240.